From a dataset of Forward reaction prediction with 1.9M reactions from USPTO patents (1976-2016). Predict the product of the given reaction. The product is: [N:23]1([C:18]([C:12]2[S:13][C:14]3[CH2:15][CH2:16][O:17][C:8]4[CH:7]=[C:6]([C:4]5[CH:5]=[N:1][NH:2][CH:3]=5)[CH:22]=[CH:21][C:9]=4[C:10]=3[N:11]=2)=[O:20])[CH2:30][CH2:29][CH2:28][CH2:27][CH2:26][CH2:25][CH2:24]1. Given the reactants [NH:1]1[CH:5]=[C:4]([C:6]2[CH:22]=[CH:21][C:9]3[C:10]4[N:11]=[C:12]([C:18]([OH:20])=O)[S:13][C:14]=4[CH2:15][CH2:16][O:17][C:8]=3[CH:7]=2)[CH:3]=[N:2]1.[NH:23]1[CH2:30][CH2:29][CH2:28][CH2:27][CH2:26][CH2:25][CH2:24]1, predict the reaction product.